Dataset: Forward reaction prediction with 1.9M reactions from USPTO patents (1976-2016). Task: Predict the product of the given reaction. (1) Given the reactants [Si:1]([O:8][CH2:9][C:10]1[N:11]=[CH:12][S:13][C:14]=1[CH3:15])([C:4]([CH3:7])([CH3:6])[CH3:5])([CH3:3])[CH3:2].C([Li])CCC.[O:21]1[CH2:26][CH2:25][C:24](=[O:27])[CH2:23][CH2:22]1.CC(C)=O.CCCCCC, predict the reaction product. The product is: [Si:1]([O:8][CH2:9][C:10]1[N:11]=[C:12]([C:24]2([OH:27])[CH2:25][CH2:26][O:21][CH2:22][CH2:23]2)[S:13][C:14]=1[CH3:15])([C:4]([CH3:7])([CH3:6])[CH3:5])([CH3:2])[CH3:3]. (2) Given the reactants [S:1]1[C:8]2[CH:7]=[C:6]([C:9]([O:11][CH3:12])=[O:10])[NH:5][C:4]=2[CH:3]=[CH:2]1.Br[CH2:14][C:15]1[C:24]2[C:19](=[CH:20][CH:21]=[CH:22][CH:23]=2)[CH:18]=[CH:17][CH:16]=1, predict the reaction product. The product is: [CH3:12][O:11][C:9]([C:6]1[N:5]([CH2:14][C:15]2[C:24]3[C:19](=[CH:20][CH:21]=[CH:22][CH:23]=3)[CH:18]=[CH:17][CH:16]=2)[C:4]2[CH:3]=[CH:2][S:1][C:8]=2[CH:7]=1)=[O:10]. (3) Given the reactants Br[C:2]1[CH:11]=[CH:10][C:9]([C:12]2[C:17]([F:18])=[C:16]([O:19][CH3:20])[CH:15]=[C:14]([O:21][CH3:22])[C:13]=2[F:23])=[C:8]2[C:3]=1[N:4]=[CH:5][CH:6]=[N:7]2.[C:24]([Cu])#[N:25], predict the reaction product. The product is: [F:23][C:13]1[C:14]([O:21][CH3:22])=[CH:15][C:16]([O:19][CH3:20])=[C:17]([F:18])[C:12]=1[C:9]1[C:8]2[N:7]=[CH:6][CH:5]=[N:4][C:3]=2[C:2]([C:24]#[N:25])=[CH:11][CH:10]=1.